From a dataset of NCI-60 drug combinations with 297,098 pairs across 59 cell lines. Regression. Given two drug SMILES strings and cell line genomic features, predict the synergy score measuring deviation from expected non-interaction effect. (1) Drug 1: CNC(=O)C1=CC=CC=C1SC2=CC3=C(C=C2)C(=NN3)C=CC4=CC=CC=N4. Drug 2: COC1=CC(=CC(=C1O)OC)C2C3C(COC3=O)C(C4=CC5=C(C=C24)OCO5)OC6C(C(C7C(O6)COC(O7)C8=CC=CS8)O)O. Cell line: NCI/ADR-RES. Synergy scores: CSS=-3.26, Synergy_ZIP=-0.105, Synergy_Bliss=-3.61, Synergy_Loewe=-4.41, Synergy_HSA=-4.32. (2) Drug 1: CC1=CC=C(C=C1)C2=CC(=NN2C3=CC=C(C=C3)S(=O)(=O)N)C(F)(F)F. Drug 2: CC1=C(C(CCC1)(C)C)C=CC(=CC=CC(=CC(=O)O)C)C. Cell line: SF-268. Synergy scores: CSS=3.35, Synergy_ZIP=-4.01, Synergy_Bliss=-17.8, Synergy_Loewe=-16.5, Synergy_HSA=-14.2.